This data is from Forward reaction prediction with 1.9M reactions from USPTO patents (1976-2016). The task is: Predict the product of the given reaction. (1) Given the reactants [CH3:1][N:2]([CH3:33])[CH2:3][C:4]#[C:5][C:6]1[C:14]2[C:9](=[N:10][CH:11]=[CH:12][C:13]=2[O:15][C:16]2[CH:21]=[CH:20][C:19]([N+:22]([O-])=O)=[CH:18][C:17]=2[F:25])[N:8](C(OC(C)(C)C)=O)[CH:7]=1.[NH4+].[Cl-], predict the reaction product. The product is: [CH3:33][N:2]([CH3:1])[CH2:3][C:4]#[C:5][C:6]1[C:14]2[C:9](=[N:10][CH:11]=[CH:12][C:13]=2[O:15][C:16]2[CH:21]=[CH:20][C:19]([NH2:22])=[CH:18][C:17]=2[F:25])[NH:8][CH:7]=1. (2) Given the reactants [F:1][C:2]1[CH:3]=[C:4]2[C:8](=[CH:9][CH:10]=1)[C:7]([C:15]1[C:23]3[C:18](=[C:19]([NH:24][S:25]([CH3:28])(=[O:27])=[O:26])[CH:20]=[CH:21][CH:22]=3)[NH:17][CH:16]=1)([CH2:11][CH2:12][CH2:13]I)[CH2:6][CH2:5]2.[CH3:29][NH2:30], predict the reaction product. The product is: [F:1][C:2]1[CH:3]=[C:4]2[C:8](=[CH:9][CH:10]=1)[C:7]([C:15]1[C:23]3[C:18](=[C:19]([NH:24][S:25]([CH3:28])(=[O:27])=[O:26])[CH:20]=[CH:21][CH:22]=3)[NH:17][CH:16]=1)([CH2:11][CH2:12][CH2:13][NH:30][CH3:29])[CH2:6][CH2:5]2. (3) Given the reactants [CH2:1]([O:3][C:4]1[CH:5]=[C:6]([CH:10]=[CH:11][C:12]=1[O:13][CH2:14][CH3:15])[C:7]([OH:9])=O)[CH3:2].CC[N:18]=[C:19]=[N:20]CCCN(C)C.[CH:27]1[CH:28]=[CH:29][C:30]2[N:35](O)N=[N:33][C:31]=2[CH:32]=1.[CH3:37]N(C=O)C, predict the reaction product. The product is: [CH2:1]([O:3][C:4]1[CH:5]=[C:6]([C:7]2[O:9][N:20]=[C:19]([C:28]3[CH:29]=[CH:30][N:35]=[C:37]4[NH:33][CH:31]=[CH:32][C:27]=34)[N:18]=2)[CH:10]=[CH:11][C:12]=1[O:13][CH2:14][CH3:15])[CH3:2]. (4) Given the reactants Br[C:2]1[N:7]=[C:6]([CH2:8][N:9]2[CH2:18][CH:17]3[CH2:19][O:20][CH2:21][CH2:22][N:16]3[C:15]3[N:14]=[C:13]([Cl:23])[N:12]=[CH:11][C:10]2=3)[CH:5]=[CH:4][CH:3]=1.[C:24]([O-])([O-])=O.[K+].[K+].CB1OB(C)OB(C)O1, predict the reaction product. The product is: [Cl:23][C:13]1[N:12]=[CH:11][C:10]2[N:9]([CH2:8][C:6]3[CH:5]=[CH:4][CH:3]=[C:2]([CH3:24])[N:7]=3)[CH2:18][CH:17]3[CH2:19][O:20][CH2:21][CH2:22][N:16]3[C:15]=2[N:14]=1. (5) Given the reactants [C:1]([O:4][CH2:5][CH:6]([O:37][C:38](=[O:40])[CH3:39])[CH2:7][NH:8][C:9](=[O:36])[C:10]1[C:15]([I:16])=[C:14]([N:17]=[C:18]=[O:19])[C:13]([I:20])=[C:12]([C:21](=[O:34])[NH:22][CH2:23][CH:24]([O:30][C:31](=[O:33])[CH3:32])[CH2:25][O:26][C:27](=[O:29])[CH3:28])[C:11]=1[I:35])(=[O:3])[CH3:2].[OH:41][CH2:42][C:43]([CH2:47][OH:48])([CH2:45][OH:46])[CH3:44], predict the reaction product. The product is: [C:31]([O:30][CH:24]([CH2:23][NH:22][C:21](=[O:34])[C:12]1[C:11]([I:35])=[C:10]([C:9](=[O:36])[NH:8][CH2:7][CH:6]([O:37][C:38](=[O:40])[CH3:39])[CH2:5][O:4][C:1](=[O:3])[CH3:2])[C:15]([I:16])=[C:14]([NH:17][C:18]([O:41][CH2:42][C:43]([CH2:47][O:48][C:18](=[O:19])[NH:17][C:14]2[C:13]([I:20])=[C:12]([C:21](=[O:34])[NH:22][CH2:23][CH:24]([O:30][C:31](=[O:33])[CH3:32])[CH2:25][O:26][C:27](=[O:29])[CH3:28])[C:11]([I:35])=[C:10]([C:9](=[O:36])[NH:8][CH2:7][CH:6]([O:37][C:38](=[O:40])[CH3:39])[CH2:5][O:4][C:1](=[O:3])[CH3:2])[C:15]=2[I:16])([CH3:44])[CH2:45][OH:46])=[O:19])[C:13]=1[I:20])[CH2:25][O:26][C:27](=[O:29])[CH3:28])(=[O:33])[CH3:32]. (6) The product is: [Cl:1][C:2]1[N:7]=[C:6]([C:8]([OH:10])=[O:9])[CH:5]=[CH:4][C:3]=1[F:12]. Given the reactants [Cl:1][C:2]1[N:7]=[C:6]([C:8]([O:10]C)=[O:9])[CH:5]=[CH:4][C:3]=1[F:12].O.O.[OH-].[Li+], predict the reaction product. (7) Given the reactants Br[C:2]1[CH:7]=[CH:6][C:5]([O:8][CH3:9])=[C:4]([O:10][CH2:11][CH3:12])[CH:3]=1.C([Li])CCC.[O:18]1[C:22]2[CH:23]=[CH:24][C:25]([CH:27]=[O:28])=[CH:26][C:21]=2[CH:20]=[CH:19]1.C(O)(C)C, predict the reaction product. The product is: [O:18]1[C:22]2[CH:23]=[CH:24][C:25]([CH:27]([C:2]3[CH:7]=[CH:6][C:5]([O:8][CH3:9])=[C:4]([O:10][CH2:11][CH3:12])[CH:3]=3)[OH:28])=[CH:26][C:21]=2[CH:20]=[CH:19]1. (8) Given the reactants Br[C:2]1[CH:3]=[C:4]2[C:9](=[CH:10][CH:11]=1)[O:8][CH2:7][CH2:6][C:5]2([CH3:13])[CH3:12].C1C[O:17][CH2:16]C1.[Li]CCCC.CN(C=O)C, predict the reaction product. The product is: [CH3:12][C:5]1([CH3:13])[C:4]2[C:9](=[CH:10][CH:11]=[C:2]([CH:16]=[O:17])[CH:3]=2)[O:8][CH2:7][CH2:6]1.